Predict which catalyst facilitates the given reaction. From a dataset of Catalyst prediction with 721,799 reactions and 888 catalyst types from USPTO. (1) Reactant: [Cl:1][C:2]1[CH:9]=[C:8]([O:10]C)[C:7]([O:12][CH3:13])=[CH:6][C:3]=1[CH:4]=[O:5].ClCCl.[Cl-].[Cl-].[Cl-].[Al+3]. The catalyst class is: 6. Product: [Cl:1][C:2]1[CH:9]=[C:8]([OH:10])[C:7]([O:12][CH3:13])=[CH:6][C:3]=1[CH:4]=[O:5]. (2) Reactant: [C:1]([O:5][C:6]([NH:8][C@@H:9]([CH2:24][C:25]1[CH:30]=[CH:29][CH:28]=[CH:27][CH:26]=1)[C@@H:10]([O:13][Si:14]([CH:21]([CH3:23])[CH3:22])([CH:18]([CH3:20])[CH3:19])[CH:15]([CH3:17])[CH3:16])[CH2:11][OH:12])=[O:7])([CH3:4])([CH3:3])[CH3:2]. Product: [C:1]([O:5][C:6]([NH:8][C@@H:9]([CH2:24][CH:25]1[CH2:26][CH2:27][CH2:28][CH2:29][CH2:30]1)[C@@H:10]([O:13][Si:14]([CH:15]([CH3:16])[CH3:17])([CH:18]([CH3:19])[CH3:20])[CH:21]([CH3:22])[CH3:23])[CH2:11][OH:12])=[O:7])([CH3:2])([CH3:3])[CH3:4]. The catalyst class is: 5.